Dataset: HIV replication inhibition screening data with 41,000+ compounds from the AIDS Antiviral Screen. Task: Binary Classification. Given a drug SMILES string, predict its activity (active/inactive) in a high-throughput screening assay against a specified biological target. (1) The molecule is COC1=NC2=NC(OC)=NC3=C(Br)C=C(Br)C(=N1)N23. The result is 0 (inactive). (2) The drug is CCC1(c2ccccc2)Oc2ccccc2-n2cccc2C1=O. The result is 1 (active).